This data is from Forward reaction prediction with 1.9M reactions from USPTO patents (1976-2016). The task is: Predict the product of the given reaction. (1) Given the reactants [NH2:1][C@H:2]([C:5]([OH:7])=[O:6])[CH2:3][SH:4].[C:8]([O:12][CH2:13][CH3:14])(=[O:11])[CH:9]=O, predict the reaction product. The product is: [CH3:14][CH2:13][O:12][C:8]([CH:9]1[NH:1][CH:2]([C:5]([OH:7])=[O:6])[CH2:3][S:4]1)=[O:11]. (2) The product is: [SH:1][C:2]1[NH:3][C:4]2[CH:10]=[C:9]([NH:11][C:12](=[O:16])[C:13]([N:27]3[CH2:28][CH2:29][CH:24]([O:23][C:20]4[CH:21]=[CH:22][C:17]([CH3:30])=[CH:18][CH:19]=4)[CH2:25][CH2:26]3)=[O:15])[CH:8]=[CH:7][C:5]=2[N:6]=1. Given the reactants [SH:1][C:2]1[NH:3][C:4]2[CH:10]=[C:9]([NH:11][C:12](=[O:16])[C:13]([OH:15])=O)[CH:8]=[CH:7][C:5]=2[N:6]=1.[C:17]1([CH3:30])[CH:22]=[CH:21][C:20]([O:23][CH:24]2[CH2:29][CH2:28][NH:27][CH2:26][CH2:25]2)=[CH:19][CH:18]=1, predict the reaction product. (3) Given the reactants [Cl:1][C:2]1[C:3]([O:14][CH2:15][CH:16](O)[CH2:17][N:18]2[CH2:23][CH2:22][CH:21]([N:24]([CH2:32][C:33]3[N:38]=[CH:37][C:36]4[O:39][CH2:40][CH2:41][O:42][C:35]=4[CH:34]=3)[C:25](=[O:31])[O:26][C:27]([CH3:30])([CH3:29])[CH3:28])[CH2:20][CH2:19]2)=[C:4]2[C:9](=[CH:10][CH:11]=1)[N:8]=[CH:7][C:6]([O:12]C)=[N:5]2.C(N(C(C)C)CC)(C)C.CS(OS(C)(=O)=O)(=O)=O, predict the reaction product. The product is: [Cl:1][C:2]1[CH:11]=[CH:10][C:9]2[N:8]=[CH:7][C:6](=[O:12])[N:5]3[CH:16]([CH2:17][N:18]4[CH2:23][CH2:22][CH:21]([N:24]([CH2:32][C:33]5[N:38]=[CH:37][C:36]6[O:39][CH2:40][CH2:41][O:42][C:35]=6[CH:34]=5)[C:25](=[O:31])[O:26][C:27]([CH3:28])([CH3:30])[CH3:29])[CH2:20][CH2:19]4)[CH2:15][O:14][C:3]=1[C:4]=23. (4) Given the reactants [CH2:1]([N:8]1[C:16]2[C:11](=[C:12]([NH:17][C:18]([C:20]3[N:24]4[CH:25]=[CH:26][C:27](Br)=[CH:28][C:23]4=[N:22][CH:21]=3)=[O:19])[CH:13]=[CH:14][CH:15]=2)[CH:10]=[N:9]1)[C:2]1[CH:7]=[CH:6][CH:5]=[CH:4][CH:3]=1.C1(C)C=CC=CC=1P(C1C=CC=CC=1C)C1C=CC=CC=1C.C([Sn](CCCC)(CCCC)[C:57]([O:59]CC)=[CH2:58])CCC.C(N(CC)CC)C.Cl, predict the reaction product. The product is: [C:57]([C:27]1[CH:26]=[CH:25][N:24]2[C:20]([C:18]([NH:17][C:12]3[CH:13]=[CH:14][CH:15]=[C:16]4[C:11]=3[CH:10]=[N:9][N:8]4[CH2:1][C:2]3[CH:7]=[CH:6][CH:5]=[CH:4][CH:3]=3)=[O:19])=[CH:21][N:22]=[C:23]2[CH:28]=1)(=[O:59])[CH3:58]. (5) Given the reactants [Cl:1][C:2]1[CH:3]=[CH:4][C:5]([O:35][CH3:36])=[C:6]([CH:34]=1)[CH2:7][CH:8]1[C:14](=[O:15])[N:13]([C:16]([NH:18][CH:19]([CH2:31][CH3:32])[C:20]([NH:22][CH2:23][C:24](OC(C)(C)C)=O)=[O:21])=[O:17])[CH2:12][C:11](=[O:33])[NH:10][CH2:9]1.Cl.C(OC(=O)CN)(C)(C)C.C(OC(C1(N)C=[CH:58][C:57]([NH2:60])=[CH:56][CH2:55]1)=O)(C)(C)C, predict the reaction product. The product is: [NH2:60][C:57]1[CH:58]=[CH:24][C:23]([NH:22][C:20]([C@H:19]([NH:18][C:16]([N:13]2[C:14](=[O:15])[CH:8]([CH2:7][C:6]3[CH:34]=[C:2]([Cl:1])[CH:3]=[CH:4][C:5]=3[O:35][CH3:36])[CH2:9][NH:10][C:11](=[O:33])[CH2:12]2)=[O:17])[CH2:31][CH3:32])=[O:21])=[CH:55][CH:56]=1. (6) Given the reactants [C:1]([O:5][C:6]([N:8]1[CH2:21][CH2:20][N:19]2[CH:10]([C:11](=[O:24])[NH:12][C:13]3[C:18]2=[N:17][CH:16]=[C:15]([CH2:22]O)[CH:14]=3)[CH2:9]1)=[O:7])([CH3:4])([CH3:3])[CH3:2].[I-].C(C[P+](C)(C)C)#N.C(N(C(C)C)C(C)C)C.Cl.[Cl:43][C:44]1[CH:49]=[CH:48][C:47]([N:50]2[CH2:55][CH2:54][NH:53][CH2:52][CH2:51]2)=[CH:46][CH:45]=1, predict the reaction product. The product is: [C:1]([O:5][C:6]([N:8]1[CH2:21][CH2:20][N:19]2[CH:10]([C:11](=[O:24])[NH:12][C:13]3[C:18]2=[N:17][CH:16]=[C:15]([CH2:22][N:53]2[CH2:52][CH2:51][N:50]([C:47]4[CH:46]=[CH:45][C:44]([Cl:43])=[CH:49][CH:48]=4)[CH2:55][CH2:54]2)[CH:14]=3)[CH2:9]1)=[O:7])([CH3:4])([CH3:2])[CH3:3].